The task is: Predict the reaction yield, written as a fraction of the theoretical maximum amount of product (1.0 means a 100% yield; for example, 0.34 means a 34% yield).. This data is from Reaction yield outcomes from USPTO patents with 853,638 reactions. (1) The reactants are [CH:1]1([CH:4]([OH:18])[C:5]2[NH:13][C:12]3[C:7](=[N:8][CH:9]=[CH:10][C:11]=3[C:14]([O:16]C)=[O:15])[CH:6]=2)[CH2:3][CH2:2]1. The yield is 0.300. The product is [CH:1]1([CH:4]([OH:18])[C:5]2[NH:13][C:12]3[C:7](=[N:8][CH:9]=[CH:10][C:11]=3[C:14]([OH:16])=[O:15])[CH:6]=2)[CH2:3][CH2:2]1. The catalyst is C(#N)C.O. (2) The reactants are [C:1]1([C:7]2[C:15]3[C:10](=[CH:11][C:12]([O:16][CH2:17][CH2:18][CH2:19][C:20]4[CH:25]=[CH:24][CH:23]=[CH:22][CH:21]=4)=[CH:13][CH:14]=3)[C:9](=[O:26])[CH:8]=2)[CH:6]=[CH:5][CH:4]=[CH:3][CH:2]=1.[Br:27]N1C(=O)CCC1=O.N(C(C)(C)C#N)=NC(C)(C)C#N.[Cl-].[Na+]. The catalyst is C(Cl)(Cl)(Cl)Cl.[W]. The product is [Br:27][CH:8]1[CH:7]([C:1]2[CH:2]=[CH:3][CH:4]=[CH:5][CH:6]=2)[C:15]2[C:10](=[CH:11][C:12]([O:16][CH2:17][CH2:18][CH2:19][C:20]3[CH:25]=[CH:24][CH:23]=[CH:22][CH:21]=3)=[CH:13][CH:14]=2)[C:9]1=[O:26]. The yield is 0.600. (3) The reactants are [Cl:1][C:2]1[CH:3]=[C:4]([CH:7]=[C:8]([F:10])[CH:9]=1)[NH:5][CH3:6].Br.Br[CH:13]([C:15]1[CH:16]=[C:17]([C:32]([N:34]([CH3:36])[CH3:35])=[O:33])[CH:18]=[C:19]2[C:24]=1[O:23][C:22]([N:25]1[CH2:30][CH2:29][O:28][CH2:27][CH2:26]1)=[CH:21][C:20]2=[O:31])[CH3:14]. No catalyst specified. The product is [Cl:1][C:2]1[CH:3]=[C:4]([N:5]([CH3:6])[CH:13]([C:15]2[CH:16]=[C:17]([C:32]([N:34]([CH3:36])[CH3:35])=[O:33])[CH:18]=[C:19]3[C:24]=2[O:23][C:22]([N:25]2[CH2:30][CH2:29][O:28][CH2:27][CH2:26]2)=[CH:21][C:20]3=[O:31])[CH3:14])[CH:7]=[C:8]([F:10])[CH:9]=1. The yield is 0.250. (4) The reactants are [NH2:1][C:2]1[S:3][CH:4]=[CH:5][N:6]=1.Br[CH2:8][C:9]([C:11]1[CH:16]=[CH:15][CH:14]=[C:13]([O:17][CH3:18])[CH:12]=1)=O.[OH-].[NH4+]. The catalyst is C(O)C. The product is [CH3:18][O:17][C:13]1[CH:12]=[C:11]([C:9]2[N:1]=[C:2]3[N:6]([CH:8]=2)[CH:5]=[CH:4][S:3]3)[CH:16]=[CH:15][CH:14]=1. The yield is 0.810.